Task: Predict the reaction yield, written as a fraction of the theoretical maximum amount of product (1.0 means a 100% yield; for example, 0.34 means a 34% yield).. Dataset: Reaction yield outcomes from USPTO patents with 853,638 reactions (1) The reactants are [CH2:1]([N:6]1[C:14]2[N:13]=[CH:12][NH:11][C:10]=2[C:9](=[O:15])[N:8]2[C:16](=[S:19])[NH:17][N:18]=[C:7]12)[CH2:2][CH2:3][CH2:4][CH3:5].S(OC)(O[CH3:24])(=O)=O.[OH-].[Na+]. The catalyst is O. The product is [CH3:24][S:19][C:16]1[N:8]2[C:9](=[O:15])[C:10]3[NH:11][CH:12]=[N:13][C:14]=3[N:6]([CH2:1][CH2:2][CH2:3][CH2:4][CH3:5])[C:7]2=[N:18][N:17]=1. The yield is 0.852. (2) The reactants are [CH2:1]([C@H:8]([NH:31][C:32](=[O:42])[O:33][C@@H:34]1[C@H:41]2[C@H:37]([O:38][CH2:39][CH2:40]2)[O:36][CH2:35]1)[C@H:9]([OH:30])[CH2:10][N:11]([O:24][CH:25]([CH2:28][CH3:29])[CH2:26][CH3:27])[S:12]([C:15]1[CH:20]=[CH:19][CH:18]=[C:17]([N+:21]([O-])=O)[CH:16]=1)(=[O:14])=[O:13])[C:2]1[CH:7]=[CH:6][CH:5]=[CH:4][CH:3]=1. The catalyst is C(O)C.[Pd]. The product is [NH2:21][C:17]1[CH:16]=[C:15]([S:12]([N:11]([O:24][CH:25]([CH2:28][CH3:29])[CH2:26][CH3:27])[CH2:10][C@@H:9]([OH:30])[C@@H:8]([NH:31][C:32](=[O:42])[O:33][C@@H:34]2[C@H:41]3[C@H:37]([O:38][CH2:39][CH2:40]3)[O:36][CH2:35]2)[CH2:1][C:2]2[CH:3]=[CH:4][CH:5]=[CH:6][CH:7]=2)(=[O:14])=[O:13])[CH:20]=[CH:19][CH:18]=1. The yield is 0.670. (3) The reactants are C(O[C:6]([N:8]1[CH2:13][CH2:12][CH:11]([NH:14][C:15]2[CH:16]=[N:17][CH:18]=[CH:19][CH:20]=2)[CH2:10][CH2:9]1)=O)(C)(C)C.N[C:22]1C=NC=C[CH:27]=1.C(OC(N1[CH2:40][CH2:39][C:38](=[O:41])[CH2:37][CH2:36]1)=O)(C)(C)C.[C:42](O)(=O)[CH3:43].ClC(Cl)C.C(O[BH-](OC(=O)C)OC(=O)C)(=O)C.[Na+]. The catalyst is [Na+].[Cl-]. The product is [CH2:42]([O:41][C:38]1[CH:39]=[C:40]([CH:22]=[CH:27][C:37]=1[CH3:36])[CH2:6][N:8]1[CH2:9][CH2:10][CH:11]([NH:14][C:15]2[CH:16]=[N:17][CH:18]=[CH:19][CH:20]=2)[CH2:12][CH2:13]1)[CH3:43]. The yield is 0.470. (4) The reactants are Cl[C:2]1[N:11]=[C:10]([C:12]([O:14][CH2:15][CH3:16])=[O:13])[C:9]2[C:4](=[CH:5][C:6]([O:17][CH3:18])=[CH:7][CH:8]=2)[N:3]=1.[Br:19][C:20]1[CH:21]=[C:22](B(O)O)[CH:23]=[CH:24][CH:25]=1. No catalyst specified. The product is [Br:19][C:20]1[CH:25]=[C:24]([C:2]2[N:11]=[C:10]([C:12]([O:14][CH2:15][CH3:16])=[O:13])[C:9]3[C:4](=[CH:5][C:6]([O:17][CH3:18])=[CH:7][CH:8]=3)[N:3]=2)[CH:23]=[CH:22][CH:21]=1. The yield is 0.520. (5) The reactants are [C:1]([O:5][C:6]([N:8]1[CH2:12][CH2:11][C@H:10]([OH:13])[CH2:9]1)=[O:7])([CH3:4])([CH3:3])[CH3:2].[H-].[Na+].Cl[C:17]1[CH:22]=[CH:21][C:20]([N+:23]([O-:25])=[O:24])=[CH:19][N:18]=1. The catalyst is O1CCCC1. The product is [C:1]([O:5][C:6]([N:8]1[CH2:12][CH2:11][C@H:10]([O:13][C:17]2[CH:22]=[CH:21][C:20]([N+:23]([O-:25])=[O:24])=[CH:19][N:18]=2)[CH2:9]1)=[O:7])([CH3:4])([CH3:2])[CH3:3]. The yield is 0.980. (6) The reactants are [N:1]12[CH2:8][CH2:7][CH:4]([CH2:5][CH2:6]1)[C:3](=[O:9])[CH2:2]2.[CH:10](=O)[C:11]1[CH:16]=[CH:15][CH:14]=[CH:13][CH:12]=1.[OH-].[Na+]. The catalyst is C(O)C. The product is [CH:10](=[C:2]1/[N:1]2[CH2:8][CH2:7][CH:4]([C:3]/1=[O:9])[CH2:5][CH2:6]2)/[C:11]1[CH:16]=[CH:15][CH:14]=[CH:13][CH:12]=1. The yield is 0.912. (7) The reactants are [F:1][C:2]1[CH:7]=[CH:6][C:5]([C:8]2[CH:12]=[C:11]([C:13]3[S:14][CH:15]=[CH:16][CH:17]=3)[NH:10][C:9]=2[C:18]([OH:20])=O)=[CH:4][CH:3]=1.Cl.[NH2:22][CH2:23][C:24]1[CH:33]=[CH:32][C:27]([C:28]([O:30][CH3:31])=[O:29])=[CH:26][N:25]=1. No catalyst specified. The product is [F:1][C:2]1[CH:3]=[CH:4][C:5]([C:8]2[CH:12]=[C:11]([C:13]3[S:14][CH:15]=[CH:16][CH:17]=3)[NH:10][C:9]=2[C:18]([NH:22][CH2:23][C:24]2[CH:33]=[CH:32][C:27]([C:28]([O:30][CH3:31])=[O:29])=[CH:26][N:25]=2)=[O:20])=[CH:6][CH:7]=1. The yield is 0.910.